From a dataset of Catalyst prediction with 721,799 reactions and 888 catalyst types from USPTO. Predict which catalyst facilitates the given reaction. (1) Reactant: [CH3:1][N:2]1[C:6]([C:7]2[CH:8]=[C:9]([C:13]([O:15]C)=[O:14])[S:10][C:11]=2[CH3:12])=[C:5]([CH3:17])[CH:4]=[N:3]1.[OH-].[Na+]. Product: [CH3:1][N:2]1[C:6]([C:7]2[CH:8]=[C:9]([C:13]([OH:15])=[O:14])[S:10][C:11]=2[CH3:12])=[C:5]([CH3:17])[CH:4]=[N:3]1. The catalyst class is: 7. (2) Product: [N:1]1[CH:6]=[CH:5][C:4]([CH2:7][CH2:8][CH2:9][NH2:10])=[CH:3][CH:2]=1. The catalyst class is: 5. Reactant: [N:1]1[CH:6]=[CH:5][C:4]([CH2:7][CH2:8][CH2:9][N:10]2C(=O)C3=CC=CC=C3C2=O)=[CH:3][CH:2]=1.O.NN. (3) Reactant: [OH:1][N:2]1[C:6](=[O:7])[C:5]2=[CH:8][CH:9]=[CH:10][CH:11]=[C:4]2[C:3]1=[O:12].[OH:13][C:14]([CH3:18])([CH3:17])[CH2:15][CH3:16].B(F)(F)F.CCOCC.C(=O)(O)[O-].[Na+]. Product: [OH:13][C:14]([CH3:18])([CH3:17])[CH2:15][CH2:16][O:1][N:2]1[C:3](=[O:12])[C:4]2[C:5](=[CH:8][CH:9]=[CH:10][CH:11]=2)[C:6]1=[O:7]. The catalyst class is: 4. (4) Reactant: S(=O)(=O)(O)O.N[C:7]1[CH:8]=[N:9][C:10]([C:13]2[CH:22]=[CH:21][CH:20]=[CH:19][C:14]=2[C:15]([O:17][CH3:18])=[O:16])=[CH:11][CH:12]=1.[Br-].[Na+].N([O-])=O.[Na+].S(N)(=O)(=O)O.[OH-].[Na+].[C:36]([O:39]C(=O)C)(=[O:38])[CH3:37]. Product: [C:36]([O:39][C:7]1[CH:12]=[CH:11][C:10]([C:13]2[CH:22]=[CH:21][CH:20]=[CH:19][C:14]=2[C:15]([O:17][CH3:18])=[O:16])=[N:9][CH:8]=1)(=[O:38])[CH3:37]. The catalyst class is: 6.